This data is from Forward reaction prediction with 1.9M reactions from USPTO patents (1976-2016). The task is: Predict the product of the given reaction. (1) Given the reactants [H-].[Na+].[Br:3][C:4]1[CH:28]=[CH:27][C:7]2[N:8]=[C:9]([NH:17][C:18]3[C:23]([Cl:24])=[CH:22][C:21]([F:25])=[CH:20][C:19]=3[Cl:26])[C:10]3[CH:11]=[CH:12][NH:13][C:14](=[O:16])[C:15]=3[C:6]=2[CH:5]=1.Cl[CH2:30][O:31][CH2:32][CH2:33][Si:34]([CH3:37])([CH3:36])[CH3:35], predict the reaction product. The product is: [Br:3][C:4]1[CH:28]=[CH:27][C:7]2[N:8]=[C:9]([N:17]([C:18]3[C:19]([Cl:26])=[CH:20][C:21]([F:25])=[CH:22][C:23]=3[Cl:24])[CH2:30][O:31][CH2:32][CH2:33][Si:34]([CH3:37])([CH3:36])[CH3:35])[C:10]3[CH:11]=[CH:12][N:13]([CH2:30][O:31][CH2:32][CH2:33][Si:34]([CH3:37])([CH3:36])[CH3:35])[C:14](=[O:16])[C:15]=3[C:6]=2[CH:5]=1. (2) Given the reactants [C:1]([O:5][C:6](=[O:38])[CH2:7][O:8][C:9]1[C:14]2[CH2:15][CH2:16][CH2:17][CH2:18][CH:19]([NH:20][S:21]([C:24]3[CH:29]=[CH:28][C:27]([C:30]4[CH:35]=[CH:34][CH:33]=[C:32]([S:36][CH3:37])[CH:31]=4)=[CH:26][CH:25]=3)(=[O:23])=[O:22])[C:13]=2[CH:12]=[CH:11][CH:10]=1)([CH3:4])([CH3:3])[CH3:2].CI.[C:41]([O-])([O-])=O.[K+].[K+], predict the reaction product. The product is: [C:1]([O:5][C:6](=[O:38])[CH2:7][O:8][C:9]1[C:14]2[CH2:15][CH2:16][CH2:17][CH2:18][CH:19]([N:20]([CH3:41])[S:21]([C:24]3[CH:25]=[CH:26][C:27]([C:30]4[CH:35]=[CH:34][CH:33]=[C:32]([S:36][CH3:37])[CH:31]=4)=[CH:28][CH:29]=3)(=[O:23])=[O:22])[C:13]=2[CH:12]=[CH:11][CH:10]=1)([CH3:4])([CH3:3])[CH3:2]. (3) Given the reactants [CH2:1]([N:3]1[C:7]2[CH:8]=[CH:9][C:10]([C:12](O)=[O:13])=[CH:11][C:6]=2[N:5]=[C:4]1[NH:15][C:16]1[S:17][C:18]2[CH:24]=[C:23]([O:25][C:26]3[CH:27]=[N:28][CH:29]=[CH:30][CH:31]=3)[CH:22]=[CH:21][C:19]=2[N:20]=1)[CH3:2].[CH3:32][O:33][CH2:34][CH2:35][NH2:36].CN(C(ON1N=NC2C=CC=CC1=2)=[N+](C)C)C.F[P-](F)(F)(F)(F)F.CCN(C(C)C)C(C)C, predict the reaction product. The product is: [CH3:32][O:33][CH2:34][CH2:35][NH:36][C:12]([C:10]1[CH:9]=[CH:8][C:7]2[N:3]([CH2:1][CH3:2])[C:4]([NH:15][C:16]3[S:17][C:18]4[CH:24]=[C:23]([O:25][C:26]5[CH:27]=[N:28][CH:29]=[CH:30][CH:31]=5)[CH:22]=[CH:21][C:19]=4[N:20]=3)=[N:5][C:6]=2[CH:11]=1)=[O:13]. (4) Given the reactants [C:1]([N:5]1[CH:9]=[C:8]([NH:10][C:11]([NH:13][C:14]2[CH:19]=[CH:18][C:17]([CH3:20])=[C:16]([C:21]3[C:32](=[O:33])[N:31]([CH3:34])[C:24]4[N:25]=[C:26](SC)[N:27]=[CH:28][C:23]=4[CH:22]=3)[CH:15]=2)=[O:12])[CH:7]=[N:6]1)([CH3:4])([CH3:3])[CH3:2].[CH3:35][NH2:36], predict the reaction product. The product is: [C:1]([N:5]1[CH:9]=[C:8]([NH:10][C:11]([NH:13][C:14]2[CH:19]=[CH:18][C:17]([CH3:20])=[C:16]([C:21]3[C:32](=[O:33])[N:31]([CH3:34])[C:24]4[N:25]=[C:26]([NH:36][CH3:35])[N:27]=[CH:28][C:23]=4[CH:22]=3)[CH:15]=2)=[O:12])[CH:7]=[N:6]1)([CH3:4])([CH3:3])[CH3:2]. (5) Given the reactants [F:1][C:2]1[CH:3]=[C:4]([C:10]2[NH:14][C:13]([C:15]([F:18])([F:17])[F:16])=[N:12][C:11]=2[C:19]2[CH:24]=[CH:23][C:22](SC)=[CH:21][CH:20]=2)[CH:5]=[CH:6][C:7]=1[O:8][CH3:9].O[O:28][S:29]([O-:31])=O.[K+].[CH3:33]O, predict the reaction product. The product is: [F:1][C:2]1[CH:3]=[C:4]([C:10]2[N:14]=[C:13]([C:15]([F:16])([F:17])[F:18])[NH:12][C:11]=2[C:19]2[CH:24]=[CH:23][C:22]([S:29]([CH3:33])(=[O:31])=[O:28])=[CH:21][CH:20]=2)[CH:5]=[CH:6][C:7]=1[O:8][CH3:9]. (6) Given the reactants [CH:1]1([C:6]([OH:31])([CH2:21][C:22]2[O:23]C(C)(C)[O:25][C:26](=O)[CH:27]=2)[CH2:7][CH2:8][C:9]2[CH:14]=[CH:13][C:12]([C:15]3([C:18]#[N:19])[CH2:17][CH2:16]3)=[C:11]([F:20])[CH:10]=2)[CH2:5][CH2:4][CH2:3][CH2:2]1.[OH-].[Na+], predict the reaction product. The product is: [CH:1]1([C:6]2([CH2:7][CH2:8][C:9]3[CH:14]=[CH:13][C:12]([C:15]4([C:18]#[N:19])[CH2:16][CH2:17]4)=[C:11]([F:20])[CH:10]=3)[CH2:21][C:22](=[O:23])[CH2:27][C:26](=[O:25])[O:31]2)[CH2:5][CH2:4][CH2:3][CH2:2]1. (7) Given the reactants [C:1]([C:4]1[CH:5]=[C:6]([P:10]([C:17]2[CH:22]=[CH:21][CH:20]=[CH:19][CH:18]=2)[C:11]2[CH:16]=[CH:15][CH:14]=[CH:13][CH:12]=2)[CH:7]=[CH:8][CH:9]=1)(=[O:3])[CH3:2].CO[CH:25](OC)[N:26]([CH3:28])[CH3:27], predict the reaction product. The product is: [CH3:25][N:26]([CH3:28])[CH:27]=[CH:2][C:1]([C:4]1[CH:5]=[C:6]([P:10]([C:17]2[CH:22]=[CH:21][CH:20]=[CH:19][CH:18]=2)[C:11]2[CH:16]=[CH:15][CH:14]=[CH:13][CH:12]=2)[CH:7]=[CH:8][CH:9]=1)=[O:3]. (8) Given the reactants [CH3:1][O:2][C:3]1[CH:11]=[C:10]2[C:6]([CH:7]=[N:8][NH:9]2)=[CH:5][C:4]=1[NH:12][C:13]1[C:14]2[C:21]3[CH2:22][CH2:23][CH:24]([C:26](O)=[O:27])[CH2:25][C:20]=3[S:19][C:15]=2[N:16]=[CH:17][N:18]=1.[NH:29]1[CH2:34][CH2:33][O:32][CH2:31][CH2:30]1, predict the reaction product. The product is: [CH3:1][O:2][C:3]1[CH:11]=[C:10]2[C:6]([CH:7]=[N:8][NH:9]2)=[CH:5][C:4]=1[NH:12][C:13]1[C:14]2[C:21]3[CH2:22][CH2:23][CH:24]([C:26]([N:29]4[CH2:34][CH2:33][O:32][CH2:31][CH2:30]4)=[O:27])[CH2:25][C:20]=3[S:19][C:15]=2[N:16]=[CH:17][N:18]=1. (9) Given the reactants Cl.[CH:2]1([C:5](=[NH:19])[NH:6][C:7]2[CH:8]=[C:9]([CH:14]=[CH:15][C:16]=2[O:17][CH3:18])[C:10]([O:12][CH3:13])=[O:11])[CH2:4][CH2:3]1.[O-:20]Cl.[Na+:22], predict the reaction product. The product is: [C:10]([O-:12])([OH:20])=[O:11].[Na+:22].[CH:2]1([C:5]2[NH:6][C:7]3[C:16]([O:17][CH3:18])=[CH:15][CH:14]=[C:9]([C:10]([O:12][CH3:13])=[O:11])[C:8]=3[N:19]=2)[CH2:4][CH2:3]1.